This data is from Forward reaction prediction with 1.9M reactions from USPTO patents (1976-2016). The task is: Predict the product of the given reaction. Given the reactants [NH:1]1[C:9]2[C:4](=[CH:5][C:6]([C:10]#[N:11])=[CH:7][CH:8]=2)[CH:3]=[N:2]1.Cl.[NH2:13][OH:14].C(=O)(O)[O-].[Na+], predict the reaction product. The product is: [OH:14][NH:13][C:10]([C:6]1[CH:5]=[C:4]2[C:9](=[CH:8][CH:7]=1)[NH:1][N:2]=[CH:3]2)=[NH:11].